Dataset: Reaction yield outcomes from USPTO patents with 853,638 reactions. Task: Predict the reaction yield, written as a fraction of the theoretical maximum amount of product (1.0 means a 100% yield; for example, 0.34 means a 34% yield). (1) The reactants are [OH:1][C:2]1[CH:3]=[C:4]2[C:13](=[CH:14][C:15]=1[CH2:16][CH2:17][C:18]([O:20]C)=[O:19])[N+:12]([O-])=[C:11]1[C:6](=[CH:7][C:8](=[O:23])[CH:9]=[CH:10]1)[O:5]2.S(S([O-])=O)([O-])=O.[Na+].[Na+]. The catalyst is [OH-].[Na+]. The product is [OH:1][C:2]1[CH:3]=[C:4]2[C:13](=[CH:14][C:15]=1[CH2:16][CH2:17][C:18]([OH:20])=[O:19])[N:12]=[C:11]1[C:6](=[CH:7][C:8](=[O:23])[CH:9]=[CH:10]1)[O:5]2. The yield is 0.680. (2) The reactants are [NH2:1][C:2]1[CH:11]=[C:10]([O:12][CH3:13])[C:9]([OH:14])=[CH:8][C:3]=1[C:4](OC)=[O:5].CC(O)=O.O.[CH:20]([NH2:22])=O. No catalyst specified. The product is [OH:14][C:9]1[CH:8]=[C:3]2[C:2](=[CH:11][C:10]=1[O:12][CH3:13])[N:1]=[CH:20][NH:22][C:4]2=[O:5]. The yield is 0.890. (3) The product is [C:17]1([CH:15]([C:4]2[CH:3]=[C:2]([OH:1])[N:6]([C:7]3[CH:12]=[C:11]([C:13]4[NH:27][N:26]=[N:25][N:14]=4)[CH:10]=[CH:9][N:8]=3)[N:5]=2)[CH3:16])[CH:22]=[CH:21][CH:20]=[CH:19][CH:18]=1. The reactants are [OH:1][C:2]1[N:6]([C:7]2[CH:12]=[C:11]([C:13]#[N:14])[CH:10]=[CH:9][N:8]=2)[N:5]=[C:4]([CH:15]([C:17]2[CH:22]=[CH:21][CH:20]=[CH:19][CH:18]=2)[CH3:16])[CH:3]=1.[NH4+].[Cl-].[N-:25]=[N+:26]=[N-:27].[Na+]. The catalyst is CN(C=O)C. The yield is 0.580. (4) The reactants are [Cl:1][C:2]1[CH:21]=[C:20]([C:22]([F:25])([F:24])[F:23])[CH:19]=[CH:18][C:3]=1[CH2:4][N:5]1[C:9]([C:10]([O:12]C)=[O:11])=[CH:8][C:7]([O:14][CH2:15][O:16][CH3:17])=[N:6]1.[OH-].[Na+].O1CCCC1. The catalyst is C(O)C. The product is [Cl:1][C:2]1[CH:21]=[C:20]([C:22]([F:25])([F:23])[F:24])[CH:19]=[CH:18][C:3]=1[CH2:4][N:5]1[C:9]([C:10]([OH:12])=[O:11])=[CH:8][C:7]([O:14][CH2:15][O:16][CH3:17])=[N:6]1. The yield is 0.860. (5) The reactants are [CH:1]1([C:4]2[C:5]([NH:24][S:25]([CH3:28])(=[O:27])=[O:26])=[CH:6][C:7]3[O:11][C:10]([C:12]4[CH:17]=[CH:16][C:15]([F:18])=[CH:14][CH:13]=4)=[C:9]([C:19]([NH:21][CH3:22])=[O:20])[C:8]=3[CH:23]=2)[CH2:3][CH2:2]1.[CH2:29]([O:36][C:37]1[CH:42]=[CH:41][C:40](B(O)O)=[CH:39][C:38]=1[Cl:46])[C:30]1[CH:35]=[CH:34][CH:33]=[CH:32][CH:31]=1.C(N(CC)CC)C. The catalyst is C(Cl)Cl.C([O-])(=O)C.[Cu+2].C([O-])(=O)C. The product is [CH2:29]([O:36][C:37]1[CH:42]=[CH:41][C:40]([N:24]([C:5]2[C:4]([CH:1]3[CH2:3][CH2:2]3)=[CH:23][C:8]3[C:9]([C:19]([NH:21][CH3:22])=[O:20])=[C:10]([C:12]4[CH:17]=[CH:16][C:15]([F:18])=[CH:14][CH:13]=4)[O:11][C:7]=3[CH:6]=2)[S:25]([CH3:28])(=[O:27])=[O:26])=[CH:39][C:38]=1[Cl:46])[C:30]1[CH:31]=[CH:32][CH:33]=[CH:34][CH:35]=1. The yield is 0.540. (6) The reactants are [NH2:1][C:2]([C:4]1[CH:5]=[CH:6][C:7]([O:10][CH2:11][CH2:12][CH2:13][O:14][C:15]2[CH:16]=[C:17]3[C:21](=[CH:22][CH:23]=2)[C@H:20]([CH2:24][C:25]([O:27][CH2:28][CH3:29])=[O:26])[CH2:19][CH2:18]3)=[N:8][CH:9]=1)=[S:3].Br[CH:31]([CH3:35])[C:32](=O)[CH3:33]. The catalyst is C(O)C. The product is [CH3:35][C:31]1[N:1]=[C:2]([C:4]2[CH:5]=[CH:6][C:7]([O:10][CH2:11][CH2:12][CH2:13][O:14][C:15]3[CH:16]=[C:17]4[C:21](=[CH:22][CH:23]=3)[C@H:20]([CH2:24][C:25]([O:27][CH2:28][CH3:29])=[O:26])[CH2:19][CH2:18]4)=[N:8][CH:9]=2)[S:3][C:32]=1[CH3:33]. The yield is 0.840. (7) The reactants are CC1(C)CCCC(C)(C)N1.C(=O)=O.[Li]CCCC.[Cl:19][C:20]1[CH:25]=[N:24][CH:23]=[CH:22][N:21]=1.[C:26]1([C:32]2[CH:41]=[CH:40][C:39]3[C:34](=[CH:35][C:36]([CH:42]=[O:43])=[CH:37][CH:38]=3)[N:33]=2)[CH:31]=[CH:30][CH:29]=[CH:28][CH:27]=1. The catalyst is C1COCC1.CC(C)=O. The product is [Cl:19][C:20]1[C:25]([CH:42]([C:36]2[CH:35]=[C:34]3[C:39]([CH:40]=[CH:41][C:32]([C:26]4[CH:27]=[CH:28][CH:29]=[CH:30][CH:31]=4)=[N:33]3)=[CH:38][CH:37]=2)[OH:43])=[N:24][CH:23]=[CH:22][N:21]=1. The yield is 0.100.